Dataset: Catalyst prediction with 721,799 reactions and 888 catalyst types from USPTO. Task: Predict which catalyst facilitates the given reaction. (1) Reactant: [C:1]([O:5][C:6]([NH:8][C:9](=[N:32][C:33]([O:35][C:36]([CH3:39])([CH3:38])[CH3:37])=[O:34])[NH:10][C:11]1[CH:31]=[CH:30][C:14]([C:15]([O:17][C:18]2[CH:23]=[CH:22][C:21]([CH2:24][CH2:25][CH2:26][C:27](O)=[O:28])=[CH:20][CH:19]=2)=[O:16])=[CH:13][CH:12]=1)=[O:7])([CH3:4])([CH3:3])[CH3:2].Cl.[C:41]([O:45][C:46]1[CH:61]=[CH:60][C:49]([CH2:50][C@@H:51]([C:53]([O:55][C:56]([CH3:59])([CH3:58])[CH3:57])=[O:54])[NH2:52])=[CH:48][CH:47]=1)([CH3:44])([CH3:43])[CH3:42].Cl.CN(C)CCCN=C=NCC.N1(O)C2C=CC=CC=2N=N1. Product: [C:36]([O:35][C:33]([NH:32][C:9](=[N:8][C:6]([O:5][C:1]([CH3:4])([CH3:3])[CH3:2])=[O:7])[NH:10][C:11]1[CH:12]=[CH:13][C:14]([C:15]([O:17][C:18]2[CH:19]=[CH:20][C:21]([CH2:24][CH2:25][CH2:26][C:27]([NH:52][C@H:51]([C:53]([O:55][C:56]([CH3:59])([CH3:58])[CH3:57])=[O:54])[CH2:50][C:49]3[CH:60]=[CH:61][C:46]([O:45][C:41]([CH3:43])([CH3:42])[CH3:44])=[CH:47][CH:48]=3)=[O:28])=[CH:22][CH:23]=2)=[O:16])=[CH:30][CH:31]=1)=[O:34])([CH3:38])([CH3:39])[CH3:37]. The catalyst class is: 681. (2) Reactant: C[O:2][C:3](=O)[C:4]1[CH:9]=[CH:8][C:7]([C:10]([F:13])([F:12])[F:11])=[C:6]([CH:14]2[CH2:18][CH2:17][CH2:16][CH2:15]2)[CH:5]=1.[BH4-].[Li+].Cl. Product: [CH:14]1([C:6]2[CH:5]=[C:4]([CH2:3][OH:2])[CH:9]=[CH:8][C:7]=2[C:10]([F:12])([F:13])[F:11])[CH2:15][CH2:16][CH2:17][CH2:18]1. The catalyst class is: 1. (3) The catalyst class is: 3. Product: [Cl:18][C:19]1[N:24]=[C:23]([NH:17][C:15]2[CH:14]=[CH:13][CH:12]=[C:11]3[C:16]=2[S:7][CH2:8][CH2:9][CH2:10]3)[C:22]([Cl:26])=[CH:21][N:20]=1. Reactant: C([O-])([O-])=O.[K+].[K+].[S:7]1[C:16]2[C:11](=[CH:12][CH:13]=[CH:14][C:15]=2[NH2:17])[CH2:10][CH2:9][CH2:8]1.[Cl:18][C:19]1[N:24]=[C:23](Cl)[C:22]([Cl:26])=[CH:21][N:20]=1.O. (4) Reactant: [CH3:1][C@H:2]1[N:7]([C:8]2[CH:13]=[CH:12][C:11]([C:14]([F:17])([F:16])[F:15])=[CH:10][N:9]=2)[CH2:6][CH2:5][N:4]([CH2:18][C:19]2[C:20]([CH2:24][OH:25])=[N:21][NH:22][CH:23]=2)[CH2:3]1. Product: [CH3:1][C@H:2]1[N:7]([C:8]2[CH:13]=[CH:12][C:11]([C:14]([F:17])([F:16])[F:15])=[CH:10][N:9]=2)[CH2:6][CH2:5][N:4]([CH2:18][C:19]2[C:20]([CH:24]=[O:25])=[N:21][NH:22][CH:23]=2)[CH2:3]1. The catalyst class is: 177. (5) Reactant: C(Cl)(=O)C(Cl)=O.CS(C)=O.[OH:11][CH2:12][C:13]1[C:18](=[O:19])[CH:17]=[CH:16][N:15]([C:20]2[CH:25]=[CH:24][CH:23]=[C:22]([C:26]([F:29])([F:28])[F:27])[CH:21]=2)[N:14]=1.CCN(CC)CC. Product: [O:19]=[C:18]1[CH:17]=[CH:16][N:15]([C:20]2[CH:25]=[CH:24][CH:23]=[C:22]([C:26]([F:29])([F:28])[F:27])[CH:21]=2)[N:14]=[C:13]1[CH:12]=[O:11]. The catalyst class is: 295. (6) Reactant: C(N(CC)CC)C.[NH2:8][C:9]1[C:10]([S:18][CH3:19])=[N:11][C:12]([CH3:17])=[CH:13][C:14]=1[S:15][CH3:16].[CH2:20]1C[O:23][CH2:22][CH2:21]1. Product: [CH3:19][S:18][C:10]1[C:9]([NH:8][C:22](=[O:23])[CH:21]=[CH2:20])=[C:14]([S:15][CH3:16])[CH:13]=[C:12]([CH3:17])[N:11]=1. The catalyst class is: 6.